This data is from Catalyst prediction with 721,799 reactions and 888 catalyst types from USPTO. The task is: Predict which catalyst facilitates the given reaction. (1) Reactant: [CH3:1][C:2]([CH3:14])([CH2:8][C:9]1[S:10][CH:11]=[CH:12][N:13]=1)[C:3]([O:5][CH2:6][CH3:7])=[O:4].C1C(=O)N([Br:22])C(=O)C1. Product: [Br:22][C:11]1[S:10][C:9]([CH2:8][C:2]([CH3:1])([CH3:14])[C:3]([O:5][CH2:6][CH3:7])=[O:4])=[N:13][CH:12]=1. The catalyst class is: 23. (2) Reactant: C(=O)([O-])[O-].[Cs+].[Cs+].Br[CH2:8][CH2:9][CH:10]1[O:14][CH2:13][CH2:12][O:11]1.CN(C)C=O.[F:20][C:21]1[CH:22]=[C:23]([OH:28])[CH:24]=[N:25][C:26]=1[F:27]. Product: [O:11]1[CH2:12][CH2:13][O:14][CH:10]1[CH2:9][CH2:8][O:28][C:23]1[CH:22]=[C:21]([F:20])[C:26]([F:27])=[N:25][CH:24]=1. The catalyst class is: 6. (3) Reactant: C(S([C:6]1[N:15]=[CH:14][C:13]2[C:8](=[CH:9][C:10]([O:16][CH:17]3[CH2:22][CH2:21][N:20]([C:23]([O:25][C:26]([CH3:29])([CH3:28])[CH3:27])=[O:24])[CH2:19][CH2:18]3)=[CH:11][CH:12]=2)[N:7]=1)(=O)=O)C.[NH2:30][C:31]1[CH:40]=[CH:39][C:34]2[NH:35][C:36](=[O:38])[NH:37][C:33]=2[CH:32]=1. Product: [O:38]=[C:36]1[NH:35][C:34]2[CH:39]=[CH:40][C:31]([NH:30][C:6]3[N:15]=[CH:14][C:13]4[C:8](=[CH:9][C:10]([O:16][CH:17]5[CH2:22][CH2:21][N:20]([C:23]([O:25][C:26]([CH3:27])([CH3:28])[CH3:29])=[O:24])[CH2:19][CH2:18]5)=[CH:11][CH:12]=4)[N:7]=3)=[CH:32][C:33]=2[NH:37]1. The catalyst class is: 10. (4) Reactant: [C:1]([C:5]1[CH:10]=[CH:9][C:8]([CH2:11][C:12]([NH:14][C@@H:15]([C:28]2[N:29]=[N:30][N:31]([C:33]([CH3:37])([CH3:36])[CH2:34]O)[CH:32]=2)[C:16]2[CH:21]=[CH:20][C:19]([O:22][CH2:23][C:24]([F:27])([F:26])[F:25])=[CH:18][N:17]=2)=[O:13])=[CH:7][CH:6]=1)([CH3:4])([CH3:3])[CH3:2].CCN(C(C)C)C(C)C.F.F.F.C(N(CC)C(C)C)(C)C.[F:59]C(F)(S(F)(=O)=O)C(F)(F)C(F)(F)C(F)(F)F. The catalyst class is: 23. Product: [C:1]([C:5]1[CH:10]=[CH:9][C:8]([CH2:11][C:12]([NH:14][C@@H:15]([C:28]2[N:29]=[N:30][N:31]([C:33]([CH3:37])([CH3:36])[CH2:34][F:59])[CH:32]=2)[C:16]2[CH:21]=[CH:20][C:19]([O:22][CH2:23][C:24]([F:27])([F:25])[F:26])=[CH:18][N:17]=2)=[O:13])=[CH:7][CH:6]=1)([CH3:2])([CH3:4])[CH3:3]. (5) Reactant: [CH3:1][O:2][CH:3]1[CH2:8][CH2:7][NH:6][CH2:5][CH2:4]1.Cl[C:10]1[N:15]=[C:14]([O:16][CH3:17])[C:13]([N+:18]([O-:20])=[O:19])=[C:12]([O:21][CH3:22])[N:11]=1.C(N(C(C)C)CC)(C)C. Product: [CH3:17][O:16][C:14]1[C:13]([N+:18]([O-:20])=[O:19])=[C:12]([O:21][CH3:22])[N:11]=[C:10]([N:6]2[CH2:7][CH2:8][CH:3]([O:2][CH3:1])[CH2:4][CH2:5]2)[N:15]=1. The catalyst class is: 20. (6) Reactant: Cl.CC1(C)[O:7][CH:6]([CH2:8][O:9][NH:10][C:11]([C:13]2[C:14]([NH:23][C:24]3[CH:29]=[CH:28][C:27]([Br:30])=[CH:26][C:25]=3[F:31])=[CH:15][C:16](=[O:22])[N:17]3[C:21]=2[CH2:20][CH2:19][CH2:18]3)=[O:12])[CH2:5][O:4]1. Product: [OH:7][CH:6]([CH2:5][OH:4])[CH2:8][O:9][NH:10][C:11]([C:13]1[C:14]([NH:23][C:24]2[CH:29]=[CH:28][C:27]([Br:30])=[CH:26][C:25]=2[F:31])=[CH:15][C:16](=[O:22])[N:17]2[C:21]=1[CH2:20][CH2:19][CH2:18]2)=[O:12]. The catalyst class is: 8.